Predict which catalyst facilitates the given reaction. From a dataset of Catalyst prediction with 721,799 reactions and 888 catalyst types from USPTO. (1) Reactant: [NH2:1][C@@:2]1([C:10]2[CH:15]=[CH:14][C:13]([F:16])=[CH:12][C:11]=2[F:17])[CH2:6][O:5][C@H:4]([CH3:7])[C@H:3]1[CH2:8][OH:9].[C:18]([N:26]=[C:27]=[S:28])(=[O:25])[C:19]1[CH:24]=[CH:23][CH:22]=[CH:21][CH:20]=1. The catalyst class is: 2. Product: [F:17][C:11]1[CH:12]=[C:13]([F:16])[CH:14]=[CH:15][C:10]=1[C@@:2]1([NH:1][C:27]([NH:26][C:18](=[O:25])[C:19]2[CH:20]=[CH:21][CH:22]=[CH:23][CH:24]=2)=[S:28])[C@H:3]([CH2:8][OH:9])[C@@H:4]([CH3:7])[O:5][CH2:6]1. (2) Reactant: C([Li])CCC.C(NC(C)C)(C)C.[F:13][C:14]1[CH:19]=[CH:18][CH:17]=[CH:16][N:15]=1.CN(C)[CH:22]=[O:23]. Product: [F:13][C:14]1[N:15]=[CH:16][CH:17]=[CH:18][C:19]=1[CH:22]=[O:23]. The catalyst class is: 1. (3) Reactant: [N:1]1([C:7]2[S:8][C:9]3[CH:15]=[C:14]([C:16]([O:18][CH3:19])=[O:17])[CH:13]=[CH:12][C:10]=3[N:11]=2)[CH2:6][CH2:5][NH:4][CH2:3][CH2:2]1.[CH3:20][C:21]([O:24][C:25]([NH:27][C@H:28]([C:35](O)=[O:36])[CH2:29][C:30]1[S:34][CH:33]=[CH:32][CH:31]=1)=[O:26])([CH3:23])[CH3:22].C(N(C(C)C)CC)(C)C.CN(C(ON1N=NC2C=CC=CC1=2)=[N+](C)C)C.F[P-](F)(F)(F)(F)F. Product: [C:21]([O:24][C:25]([NH:27][C@@H:28]([CH2:29][C:30]1[S:34][CH:33]=[CH:32][CH:31]=1)[C:35]([N:4]1[CH2:5][CH2:6][N:1]([C:7]2[S:8][C:9]3[CH:15]=[C:14]([C:16]([O:18][CH3:19])=[O:17])[CH:13]=[CH:12][C:10]=3[N:11]=2)[CH2:2][CH2:3]1)=[O:36])=[O:26])([CH3:23])([CH3:20])[CH3:22]. The catalyst class is: 39. (4) Reactant: CCCC[N+](CCCC)(CCCC)CCCC.[F-].[CH3:19][N:20]1[C:24]2[CH:25]=[C:26]([C:29]3[CH:30]=[N:31][CH:32]=[CH:33][C:34]=3[CH:35]=[O:36])[CH:27]=[CH:28][C:23]=2[O:22][C:21]1=[O:37].[F:38][C:39]([Si](C)(C)C)([F:41])[F:40]. Product: [CH3:19][N:20]1[C:24]2[CH:25]=[C:26]([C:29]3[CH:30]=[N:31][CH:32]=[CH:33][C:34]=3[CH:35]([OH:36])[C:39]([F:41])([F:40])[F:38])[CH:27]=[CH:28][C:23]=2[O:22][C:21]1=[O:37]. The catalyst class is: 375. (5) Reactant: [C:1]([O:5][C:6](=[O:41])[CH2:7][CH2:8][S:9][CH2:10][C:11]1[CH:12]=[C:13]([CH:38]=[CH:39][CH:40]=1)[C:14]([NH:16][C:17]1[CH:22]=[CH:21][C:20]([N:23]2[CH2:28][CH2:27][CH2:26][CH2:25][CH2:24]2)=[CH:19][C:18]=1[C:29]1[CH:30]=[C:31]([CH:35]=[CH:36][N:37]=1)[C:32](O)=[O:33])=[O:15])([CH3:4])([CH3:3])[CH3:2].C(Cl)(=O)C([Cl:45])=O. Product: [Cl:45][C:32]([C:31]1[CH:35]=[CH:36][N:37]=[C:29]([C:18]2[CH:19]=[C:20]([N:23]3[CH2:28][CH2:27][CH2:26][CH2:25][CH2:24]3)[CH:21]=[CH:22][C:17]=2[NH:16][C:14]([C:13]2[CH:12]=[C:11]([CH:40]=[CH:39][CH:38]=2)[CH2:10][S:9][CH2:8][CH2:7][C:6]([O:5][C:1]([CH3:4])([CH3:3])[CH3:2])=[O:41])=[O:15])[CH:30]=1)=[O:33]. The catalyst class is: 4. (6) Reactant: [NH2:1][C:2]1[S:3][C:4]([C:8]([O:10]CC)=[O:9])=[C:5]([CH3:7])[N:6]=1.[OH-].[Na+]. Product: [NH2:1][C:2]1[S:3][C:4]([C:8]([OH:10])=[O:9])=[C:5]([CH3:7])[N:6]=1. The catalyst class is: 30. (7) Reactant: [Si]([O:8][CH:9]1[CH2:14][CH2:13][CH:12]([N:15]2[C:20](=[O:21])[C:19]([CH2:22][C:23]3[CH:24]=[CH:25][C:26]([C:29]4[CH:36]=[CH:35][CH:34]=[CH:33][C:30]=4[C:31]#[N:32])=[N:27][CH:28]=3)=[C:18]([CH2:37][CH2:38][CH3:39])[N:17]3[N:40]=[CH:41][N:42]=[C:16]23)[CH2:11][CH2:10]1)(C(C)(C)C)(C)C.[F-].C([N+](CCCC)(CCCC)CCCC)CCC.O1CCCC1.[C:66]([O:69][CH2:70][CH3:71])(=[O:68])[CH3:67]. Product: [CH2:70]([O:69][C:66](=[O:68])[CH2:67][O:8][C@H:9]1[CH2:10][CH2:11][C@H:12]([N:15]2[C:20](=[O:21])[C:19]([CH2:22][C:23]3[CH:28]=[N:27][C:26]([C:29]4[CH:36]=[CH:35][CH:34]=[CH:33][C:30]=4[C:31]#[N:32])=[CH:25][CH:24]=3)=[C:18]([CH2:37][CH2:38][CH3:39])[N:17]3[N:40]=[CH:41][N:42]=[C:16]23)[CH2:13][CH2:14]1)[CH3:71]. The catalyst class is: 6.